This data is from Peptide-MHC class I binding affinity with 185,985 pairs from IEDB/IMGT. The task is: Regression. Given a peptide amino acid sequence and an MHC pseudo amino acid sequence, predict their binding affinity value. This is MHC class I binding data. (1) The peptide sequence is MWWLQYFLTRV. The MHC is Patr-A0901 with pseudo-sequence Patr-A0901. The binding affinity (normalized) is 0.757. (2) The peptide sequence is YLCRHCLNLL. The MHC is HLA-A02:02 with pseudo-sequence HLA-A02:02. The binding affinity (normalized) is 0.888. (3) The peptide sequence is KRHSTKYHL. The MHC is HLA-A26:01 with pseudo-sequence HLA-A26:01. The binding affinity (normalized) is 0. (4) The binding affinity (normalized) is 0.936. The peptide sequence is TLLDYAAGV. The MHC is HLA-A02:01 with pseudo-sequence HLA-A02:01. (5) The peptide sequence is TKDTNDNNL. The MHC is HLA-A11:01 with pseudo-sequence HLA-A11:01. The binding affinity (normalized) is 0.0847. (6) The peptide sequence is PPTKGANFPGL. The MHC is Mamu-B08 with pseudo-sequence Mamu-B08. The binding affinity (normalized) is 0. (7) The binding affinity (normalized) is 0.0327. The MHC is HLA-A02:03 with pseudo-sequence HLA-A02:03. The peptide sequence is YAVLSEYET.